This data is from Reaction yield outcomes from USPTO patents with 853,638 reactions. The task is: Predict the reaction yield, written as a fraction of the theoretical maximum amount of product (1.0 means a 100% yield; for example, 0.34 means a 34% yield). (1) The reactants are [I:1][C:2]1[CH:7]=[CH:6][NH:5][C:4](=[O:8])[CH:3]=1.[C:9]([O-])([O-])=O.[K+].[K+].IC.O. The catalyst is CN(C=O)C.CCOC(C)=O. The product is [I:1][C:2]1[CH:7]=[CH:6][N:5]([CH3:9])[C:4](=[O:8])[CH:3]=1. The yield is 0.530. (2) The reactants are O1CCOCC1.C(OC(=O)[NH:13][C:14]([C:26]1[CH:27]=[N:28][C:29]([Cl:32])=[CH:30][CH:31]=1)([CH3:25])[C:15]([C:17]1[CH:22]=[CH:21][C:20]([Cl:23])=[C:19]([F:24])[CH:18]=1)=[O:16])(C)(C)C.Cl.O1CCOCC1. The catalyst is O. The product is [NH2:13][C:14]([C:26]1[CH:27]=[N:28][C:29]([Cl:32])=[CH:30][CH:31]=1)([CH3:25])[C:15]([C:17]1[CH:22]=[CH:21][C:20]([Cl:23])=[C:19]([F:24])[CH:18]=1)=[O:16]. The yield is 0.950. (3) The reactants are [CH3:1][C:2]([N:10]1[CH:14]=[C:13]([C:15]2[CH:20]=[CH:19][N:18]=[C:17]3[N:21]([CH2:24][O:25][CH2:26][CH2:27][Si:28]([CH3:31])([CH3:30])[CH3:29])[CH:22]=[CH:23][C:16]=23)[CH:12]=[N:11]1)([CH3:9])[CH2:3][C:4](OCC)=[O:5].C1COCC1.[H-].C([Al+]CC(C)C)C(C)C. The catalyst is C(Cl)Cl.O. The product is [CH3:9][C:2]([N:10]1[CH:14]=[C:13]([C:15]2[CH:20]=[CH:19][N:18]=[C:17]3[N:21]([CH2:24][O:25][CH2:26][CH2:27][Si:28]([CH3:31])([CH3:29])[CH3:30])[CH:22]=[CH:23][C:16]=23)[CH:12]=[N:11]1)([CH3:1])[CH2:3][CH2:4][OH:5]. The yield is 0.960. (4) The reactants are [CH2:1]([O:8][C:9]1[CH:16]=[CH:15][C:12]([CH:13]=O)=[CH:11][CH:10]=1)[C:2]1[CH:7]=[CH:6][CH:5]=[CH:4][CH:3]=1.[NH2:17][C:18]1[CH:19]=[C:20]([CH:25]2[CH2:30][CH2:29][N:28]([C:31]([O:33][C:34]([CH3:37])([CH3:36])[CH3:35])=[O:32])[CH2:27][CH2:26]2)[CH:21]=[N:22][C:23]=1[NH2:24].C(OI(C1C=CC=CC=1)OC(=O)C)(=O)C. The catalyst is CO. The product is [CH2:1]([O:8][C:9]1[CH:16]=[CH:15][C:12]([C:13]2[NH:24][C:23]3=[N:22][CH:21]=[C:20]([CH:25]4[CH2:30][CH2:29][N:28]([C:31]([O:33][C:34]([CH3:36])([CH3:35])[CH3:37])=[O:32])[CH2:27][CH2:26]4)[CH:19]=[C:18]3[N:17]=2)=[CH:11][CH:10]=1)[C:2]1[CH:7]=[CH:6][CH:5]=[CH:4][CH:3]=1. The yield is 0.460. (5) The reactants are [NH:1]1[CH:5]=[C:4]([C:6]2[C:7]3[CH:14]=[CH:13][N:12]([CH2:15][O:16][CH2:17][CH2:18][Si:19]([CH3:22])([CH3:21])[CH3:20])[C:8]=3[N:9]=[CH:10][N:11]=2)[CH:3]=[N:2]1.[C:23]1(=[O:29])[CH2:28][CH2:27][CH2:26][CH:25]=[CH:24]1.C1CCN2C(=NCCC2)CC1. The catalyst is C(#N)C. The product is [CH3:20][Si:19]([CH3:22])([CH3:21])[CH2:18][CH2:17][O:16][CH2:15][N:12]1[C:8]2[N:9]=[CH:10][N:11]=[C:6]([C:4]3[CH:5]=[N:1][N:2]([CH:25]4[CH2:26][CH2:27][CH2:28][C:23](=[O:29])[CH2:24]4)[CH:3]=3)[C:7]=2[CH:14]=[CH:13]1. The yield is 0.980. (6) The reactants are [F:1][C:2]1([F:47])[CH2:5][CH:4]([NH:6][C:7]([NH:9][C@:10]([C:32]2[CH:37]=[CH:36][C:35]([F:38])=[C:34](/[CH:39]=C/C3C=CC=CC=3)[CH:33]=2)([C:18]2[CH:23]=[C:22]([O:24][C:25]([F:30])([F:29])[CH:26]([F:28])[F:27])[CH:21]=[C:20]([F:31])[CH:19]=2)[CH2:11][C:12]2[CH:17]=[CH:16][CH:15]=[CH:14][CH:13]=2)=[O:8])[CH2:3]1.C[N+]1([O-])CC[O:52]CC1. The catalyst is C(Cl)Cl. The product is [F:1][C:2]1([F:47])[CH2:5][CH:4]([NH:6][C:7]([NH:9][C@:10]([C:32]2[CH:37]=[CH:36][C:35]([F:38])=[C:34]([CH:39]=[O:52])[CH:33]=2)([C:18]2[CH:23]=[C:22]([O:24][C:25]([F:29])([F:30])[CH:26]([F:28])[F:27])[CH:21]=[C:20]([F:31])[CH:19]=2)[CH2:11][C:12]2[CH:13]=[CH:14][CH:15]=[CH:16][CH:17]=2)=[O:8])[CH2:3]1. The yield is 0.230. (7) The reactants are OC1C(OS(C2C=CC(C)=CC=2)(=O)=O)=C(I)C=CC=1.[F:20][C:21]([F:29])([F:28])[C:22](=O)[CH2:23][C:24](=[O:26])[CH3:25].[NH2:30][C:31]([NH2:33])=[S:32]. The catalyst is C(#N)C. The product is [NH2:33][C:31]1[S:32][C:23]([C:24](=[O:26])[CH3:25])=[C:22]([C:21]([F:29])([F:28])[F:20])[N:30]=1. The yield is 0.790.